This data is from Full USPTO retrosynthesis dataset with 1.9M reactions from patents (1976-2016). The task is: Predict the reactants needed to synthesize the given product. (1) Given the product [CH2:15]([O:22][C:23]1[CH:32]=[C:31]2[C:26]([C:27]([O:8][C:4]3[CH:3]=[C:2]([CH:7]=[CH:6][CH:5]=3)[NH2:1])=[N:28][CH:29]=[N:30]2)=[CH:25][C:24]=1[O:34][CH3:35])[C:16]1[CH:21]=[CH:20][CH:19]=[CH:18][CH:17]=1, predict the reactants needed to synthesize it. The reactants are: [NH2:1][C:2]1[CH:3]=[C:4]([OH:8])[CH:5]=[CH:6][CH:7]=1.C(=O)([O-])[O-].[Cs+].[Cs+].[CH2:15]([O:22][C:23]1[CH:32]=[C:31]2[C:26]([C:27](Cl)=[N:28][CH:29]=[N:30]2)=[CH:25][C:24]=1[O:34][CH3:35])[C:16]1[CH:21]=[CH:20][CH:19]=[CH:18][CH:17]=1. (2) Given the product [C:29]([C:24]1[CH:25]=[CH:26][CH:27]=[CH:28][C:23]=1[O:22][C:15]1[CH:14]=[C:13]([CH:18]=[CH:17][CH:16]=1)[O:12][C:9]1[CH:10]=[CH:11][C:6]([CH2:5][CH2:4][C:3]([OH:2])=[O:21])=[C:7]([CH3:20])[CH:8]=1)(=[O:30])[C:31]1[CH:32]=[CH:33][CH:34]=[CH:35][CH:36]=1, predict the reactants needed to synthesize it. The reactants are: C[O:2][C:3](=[O:21])[CH2:4][CH2:5][C:6]1[CH:11]=[CH:10][C:9]([O:12][C:13]2[CH:18]=[CH:17][CH:16]=[C:15](Br)[CH:14]=2)=[CH:8][C:7]=1[CH3:20].[OH:22][C:23]1[CH:28]=[CH:27][CH:26]=[CH:25][C:24]=1[C:29]([C:31]1[CH:36]=[CH:35][CH:34]=[CH:33][CH:32]=1)=[O:30]. (3) Given the product [CH3:16][N:15]1[C:11]([C:9]2[S:10][C:3]3[C:4](=[N:5][CH:6]=[CH:7][C:2]=3[NH:35][C:31]3[CH:32]=[C:33]4[C:28](=[CH:29][CH:30]=3)[NH:27][C:26]([CH3:25])=[CH:34]4)[CH:8]=2)=[CH:12][N:13]=[C:14]1[C:17]([N:19]1[CH2:24][CH2:23][O:22][CH2:21][CH2:20]1)=[O:18], predict the reactants needed to synthesize it. The reactants are: Cl[C:2]1[CH:7]=[CH:6][N:5]=[C:4]2[CH:8]=[C:9]([C:11]3[N:15]([CH3:16])[C:14]([C:17]([N:19]4[CH2:24][CH2:23][O:22][CH2:21][CH2:20]4)=[O:18])=[N:13][CH:12]=3)[S:10][C:3]=12.[CH3:25][C:26]1[NH:27][C:28]2[C:33]([CH:34]=1)=[CH:32][C:31]([NH2:35])=[CH:30][CH:29]=2. (4) Given the product [C:19]1([NH:25][C:26]([NH:1][C:2]2[CH:3]=[C:4]3[C:8](=[CH:9][CH:10]=2)[NH:7][CH:6]=[C:5]3[CH2:11][CH2:12][C:13]2[CH:18]=[CH:17][N:16]=[CH:15][CH:14]=2)=[O:27])[CH:24]=[CH:23][CH:22]=[CH:21][CH:20]=1, predict the reactants needed to synthesize it. The reactants are: [NH2:1][C:2]1[CH:3]=[C:4]2[C:8](=[CH:9][CH:10]=1)[NH:7][CH:6]=[C:5]2[CH2:11][CH2:12][C:13]1[CH:18]=[CH:17][N:16]=[CH:15][CH:14]=1.[C:19]1([N:25]=[C:26]=[O:27])[CH:24]=[CH:23][CH:22]=[CH:21][CH:20]=1. (5) Given the product [CH3:24][O:23][C:19](=[O:22])[C:5]1[CH:8]=[C:7]([CH3:25])[C:2]([Cl:1])=[N:3][C:4]=1[NH:10][C:11]1[CH:16]=[CH:15][C:14]([I:17])=[CH:13][C:12]=1[F:18], predict the reactants needed to synthesize it. The reactants are: [Cl:1][C:2]1[N:3]=[C:4]([NH:10][C:11]2[CH:16]=[CH:15][C:14]([I:17])=[CH:13][C:12]=2[F:18])[C:5](=O)O[C:7]=1[CH3:8].[C:19]([O:23][CH3:24])(=[O:22])C#C.[C:25]1(C)C=CC=CC=1. (6) Given the product [CH3:1][C:2]1[CH:3]=[CH:4][C:5]([CH2:9][CH2:10][CH3:11])=[C:6]([NH:7][C:21]([NH:20][C:12](=[O:19])[C:13]2[CH:14]=[CH:15][CH:16]=[CH:17][CH:18]=2)=[S:22])[CH:8]=1, predict the reactants needed to synthesize it. The reactants are: [CH3:1][C:2]1[CH:3]=[CH:4][C:5]([CH2:9][CH2:10][CH3:11])=[C:6]([CH:8]=1)[NH2:7].[C:12]([N:20]=[C:21]=[S:22])(=[O:19])[C:13]1[CH:18]=[CH:17][CH:16]=[CH:15][CH:14]=1. (7) Given the product [CH2:1]([N:3]1[C:11]2[C:6](=[CH:7][CH:8]=[C:9]([O:12][CH3:13])[CH:10]=2)[C:5]([C:14]2[O:16][N:19]=[CH:17][CH:15]=2)=[CH:4]1)[CH3:2], predict the reactants needed to synthesize it. The reactants are: [CH2:1]([N:3]1[C:11]2[C:6](=[CH:7][CH:8]=[C:9]([O:12][CH3:13])[CH:10]=2)[C:5]([C:14](=[O:16])[CH3:15])=[CH:4]1)[CH3:2].[CH2:17]([N:19]1C2C(=CC=C(OC)C=2)C=C1)C.COC(OC)N(C)C.N1CCCC1.Cl.ON.